From a dataset of NCI-60 drug combinations with 297,098 pairs across 59 cell lines. Regression. Given two drug SMILES strings and cell line genomic features, predict the synergy score measuring deviation from expected non-interaction effect. Drug 1: C1=CC(=CC=C1CCCC(=O)O)N(CCCl)CCCl. Drug 2: CCC1(CC2CC(C3=C(CCN(C2)C1)C4=CC=CC=C4N3)(C5=C(C=C6C(=C5)C78CCN9C7C(C=CC9)(C(C(C8N6C=O)(C(=O)OC)O)OC(=O)C)CC)OC)C(=O)OC)O.OS(=O)(=O)O. Cell line: CCRF-CEM. Synergy scores: CSS=53.5, Synergy_ZIP=2.60, Synergy_Bliss=4.63, Synergy_Loewe=-14.7, Synergy_HSA=3.16.